Dataset: Reaction yield outcomes from USPTO patents with 853,638 reactions. Task: Predict the reaction yield, written as a fraction of the theoretical maximum amount of product (1.0 means a 100% yield; for example, 0.34 means a 34% yield). The reactants are O[CH2:2][C:3]1[CH:12]=[N:11][C:10]2[N:9]3[CH2:13][CH2:14][CH2:15][C@H:8]3[C:7](=[O:16])[NH:6][C:5]=2[CH:4]=1.Cl.[CH2:18]([NH:20][C:21](=[O:35])[C:22]1[CH:27]=[CH:26][C:25]([N:28]2[CH2:33][CH2:32][NH:31][CH2:30][CH2:29]2)=[C:24]([F:34])[CH:23]=1)[CH3:19].[I-].C(C[P+](C)(C)C)#N.C(N(CC)C(C)C)(C)C. The catalyst is C(#N)CC. The product is [CH2:18]([NH:20][C:21](=[O:35])[C:22]1[CH:27]=[CH:26][C:25]([N:28]2[CH2:33][CH2:32][N:31]([CH2:2][C:3]3[CH:12]=[N:11][C:10]4[N:9]5[CH2:13][CH2:14][CH2:15][C@H:8]5[C:7](=[O:16])[NH:6][C:5]=4[CH:4]=3)[CH2:30][CH2:29]2)=[C:24]([F:34])[CH:23]=1)[CH3:19]. The yield is 0.399.